From a dataset of HIV replication inhibition screening data with 41,000+ compounds from the AIDS Antiviral Screen. Binary Classification. Given a drug SMILES string, predict its activity (active/inactive) in a high-throughput screening assay against a specified biological target. The result is 0 (inactive). The compound is c1ccc2cc3c(NC4=NCCO4)cccc3cc2c1.